Dataset: Peptide-MHC class II binding affinity with 134,281 pairs from IEDB. Task: Regression. Given a peptide amino acid sequence and an MHC pseudo amino acid sequence, predict their binding affinity value. This is MHC class II binding data. (1) The peptide sequence is GELQIVDKIVAAFKI. The MHC is DRB1_1101 with pseudo-sequence DRB1_1101. The binding affinity (normalized) is 0.755. (2) The binding affinity (normalized) is 0.736. The MHC is DRB1_0901 with pseudo-sequence DRB1_0901. The peptide sequence is VTANRAELKALIASN. (3) The peptide sequence is FDGPRTNTILEDNNEVEV. The MHC is DRB1_0301 with pseudo-sequence DRB1_0301. The binding affinity (normalized) is 0.265. (4) The peptide sequence is EKKYFAATQFEPKAA. The MHC is HLA-DPA10301-DPB10402 with pseudo-sequence HLA-DPA10301-DPB10402. The binding affinity (normalized) is 0.597. (5) The peptide sequence is RVPEDLLAMVVAVEQ. The MHC is DRB1_0405 with pseudo-sequence DRB1_0405. The binding affinity (normalized) is 0.665. (6) The binding affinity (normalized) is 0.444. The MHC is DRB1_0101 with pseudo-sequence DRB1_0101. The peptide sequence is IITKDESALNISGYN.